From a dataset of Forward reaction prediction with 1.9M reactions from USPTO patents (1976-2016). Predict the product of the given reaction. (1) The product is: [CH2:1]([O:3][C:4](=[O:13])[CH2:5][C:6]1[CH:7]=[CH:8][C:9]([NH:12][C:19]2[C:20]([N+:21]([O-:23])=[O:22])=[C:15]([Cl:14])[N:16]=[CH:17][N:18]=2)=[CH:10][CH:11]=1)[CH3:2]. Given the reactants [CH2:1]([O:3][C:4](=[O:13])[CH2:5][C:6]1[CH:11]=[CH:10][C:9]([NH2:12])=[CH:8][CH:7]=1)[CH3:2].[Cl:14][C:15]1[C:20]([N+:21]([O-:23])=[O:22])=[C:19](Cl)[N:18]=[CH:17][N:16]=1, predict the reaction product. (2) Given the reactants [CH:1]([C:3]1[CH:16]=[CH:15][C:6]([CH:7]=[C:8]2[S:12][C:11](=[O:13])[NH:10][C:9]2=[O:14])=[CH:5][CH:4]=1)=O.[NH2:17][C:18]1[CH:23]=[CH:22][CH:21]=[CH:20][C:19]=1[SH:24].C1(=O)C=CC(=O)C=C1.CCOCC, predict the reaction product. The product is: [O:13]=[C:11]1[NH:10][C:9](=[O:14])[C:8](=[CH:7][C:6]2[CH:15]=[CH:16][C:3]([C:1]3[S:24][C:19]4[CH:20]=[CH:21][CH:22]=[CH:23][C:18]=4[N:17]=3)=[CH:4][CH:5]=2)[S:12]1. (3) Given the reactants [C:1]([C:5]1[CH:10]=[CH:9][CH:8]=[C:7]([C:11]([CH3:14])([CH3:13])[CH3:12])[C:6]=1[OH:15])([CH3:4])([CH3:3])[CH3:2].[NH:16]1[CH2:21][CH2:20][CH2:19][CH2:18][CH2:17]1.[CH:22](=O)[C:23]1[CH:28]=[CH:27][CH:26]=[CH:25][CH:24]=1, predict the reaction product. The product is: [C:11]([C:7]1[CH:8]=[C:9]([CH:22]([C:23]2[CH:28]=[CH:27][CH:26]=[CH:25][CH:24]=2)[N:16]2[CH2:21][CH2:20][CH2:19][CH2:18][CH2:17]2)[CH:10]=[C:5]([C:1]([CH3:4])([CH3:3])[CH3:2])[C:6]=1[OH:15])([CH3:14])([CH3:13])[CH3:12]. (4) Given the reactants [F:1][C:2]1[CH:10]=[CH:9][C:8]([CH3:11])=[C:7]2[C:3]=1[C:4]([C:12]([OH:14])=O)=[CH:5][NH:6]2.Cl.[NH2:16][C@H:17]1[CH2:22][CH2:21][CH2:20][CH2:19][C@@H:18]1[OH:23], predict the reaction product. The product is: [OH:23][C@H:18]1[CH2:19][CH2:20][CH2:21][CH2:22][C@@H:17]1[NH:16][C:12]([C:4]1[C:3]2[C:7](=[C:8]([CH3:11])[CH:9]=[CH:10][C:2]=2[F:1])[NH:6][CH:5]=1)=[O:14].